From a dataset of Forward reaction prediction with 1.9M reactions from USPTO patents (1976-2016). Predict the product of the given reaction. (1) Given the reactants [CH3:1][C:2]1[C:7]([OH:8])=[C:6]([CH3:9])[CH:5]=[CH:4][N:3]=1.Br[CH2:11][C:12]([O:14][CH3:15])=[O:13].C(=O)([O-])[O-].[Cs+].[Cs+].O, predict the reaction product. The product is: [CH3:1][C:2]1[C:7]([O:8][CH2:11][C:12]([O:14][CH3:15])=[O:13])=[C:6]([CH3:9])[CH:5]=[CH:4][N:3]=1. (2) Given the reactants [NH:1]1[C:9]2[C:4](=[CH:5][CH:6]=[CH:7][CH:8]=2)[C:3]2([C:13]3=[CH:14][C:15]4[O:19][CH2:18][O:17][C:16]=4[CH:20]=[C:12]3[O:11][CH2:10]2)[C:2]1=[O:21].C([O-])([O-])=O.[Cs+].[Cs+].[F:28][C:29]1[CH:36]=[CH:35][C:32]([CH2:33]Br)=[CH:31][CH:30]=1, predict the reaction product. The product is: [F:28][C:29]1[CH:36]=[CH:35][C:32]([CH2:33][N:1]2[C:9]3[C:4](=[CH:5][CH:6]=[CH:7][CH:8]=3)[C:3]3([C:13]4=[CH:14][C:15]5[O:19][CH2:18][O:17][C:16]=5[CH:20]=[C:12]4[O:11][CH2:10]3)[C:2]2=[O:21])=[CH:31][CH:30]=1. (3) Given the reactants [ClH:1].O1CCOCC1.C(OC([NH:15][C@@H:16]([CH3:57])[C:17]([NH:19][C@@H:20]([CH2:53][CH:54]([CH3:56])[CH3:55])[C:21]([NH:23][CH2:24][C:25](=[C:27]1[CH2:32][CH2:31][CH2:30][N:29]([C:33]2[C:42]([O:43][CH3:44])=[C:41]3[C:36]([C:37](=[O:51])[C:38]([C:48]([OH:50])=[O:49])=[CH:39][N:40]3[CH:45]3[CH2:47][CH2:46]3)=[CH:35][C:34]=2[F:52])[CH2:28]1)[F:26])=[O:22])=[O:18])=O)(C)(C)C, predict the reaction product. The product is: [ClH:1].[NH2:15][C@@H:16]([CH3:57])[C:17]([NH:19][C@@H:20]([CH2:53][CH:54]([CH3:56])[CH3:55])[C:21]([NH:23][CH2:24][C:25](=[C:27]1[CH2:32][CH2:31][CH2:30][N:29]([C:33]2[C:42]([O:43][CH3:44])=[C:41]3[C:36]([C:37](=[O:51])[C:38]([C:48]([OH:50])=[O:49])=[CH:39][N:40]3[CH:45]3[CH2:46][CH2:47]3)=[CH:35][C:34]=2[F:52])[CH2:28]1)[F:26])=[O:22])=[O:18]. (4) Given the reactants O[CH2:2][C:3]1[C:8]([CH3:9])=[C:7]([O:10][CH2:11][CH2:12][CH2:13][O:14][CH3:15])[CH:6]=[CH:5][N:4]=1.C1(C)C=CC=CC=1.S(Cl)([Cl:25])=O, predict the reaction product. The product is: [Cl:25][CH2:2][C:3]1[C:8]([CH3:9])=[C:7]([O:10][CH2:11][CH2:12][CH2:13][O:14][CH3:15])[CH:6]=[CH:5][N:4]=1. (5) Given the reactants C(C1C=C([C:9]2[C:29]([C:30]3[CH:35]=[CH:34][CH:33]=[CH:32][CH:31]=3)=[CH:28][N:12]3[N:13]=[C:14]4[C:19]([CH:18]=[CH:17][C:16]([C:20]5[CH:21]=[C:22]([CH:25]=[CH:26][CH:27]=5)[C:23]#[N:24])=[CH:15]4)=[C:11]3[N:10]=2)C=CC=1)#N.[C:36]([O:40][C:41](=[O:62])[NH:42][C:43]1([C:47]2[CH:52]=[CH:51][C:50](B3OC(C)(C)C(C)(C)O3)=[CH:49][CH:48]=2)[CH2:46][CH2:45][CH2:44]1)([CH3:39])([CH3:38])[CH3:37].C(=O)([O-])[O-].[Na+].[Na+], predict the reaction product. The product is: [C:36]([O:40][C:41](=[O:62])[NH:42][C:43]1([C:47]2[CH:48]=[CH:49][C:50]([C:9]3[C:29]([C:30]4[CH:31]=[CH:32][CH:33]=[CH:34][CH:35]=4)=[CH:28][N:12]4[N:13]=[C:14]5[C:19]([CH:18]=[CH:17][C:16]([C:20]6[CH:27]=[CH:26][CH:25]=[C:22]([C:23]#[N:24])[CH:21]=6)=[CH:15]5)=[C:11]4[N:10]=3)=[CH:51][CH:52]=2)[CH2:44][CH2:45][CH2:46]1)([CH3:39])([CH3:37])[CH3:38]. (6) Given the reactants [H-].[Na+].[C:3](#[N:5])[CH3:4].[N:6]1[CH:11]=[CH:10][N:9]=[CH:8][C:7]=1[C:12](OC)=[O:13], predict the reaction product. The product is: [O:13]=[C:12]([C:7]1[CH:8]=[N:9][CH:10]=[CH:11][N:6]=1)[CH2:4][C:3]#[N:5]. (7) Given the reactants C1([CH:7]([N:14](C)[CH2:15][C@@H:16]([N:18]([CH3:22])[C:19](=[O:21])[CH3:20])[CH3:17])C2C=CC=CC=2)C=CC=CC=1.[H][H], predict the reaction product. The product is: [CH3:22][N:18]([C@@H:16]([CH3:17])[CH2:15][NH:14][CH3:7])[C:19](=[O:21])[CH3:20]. (8) The product is: [N+:42]([C:18]1[CH:19]=[C:20]([NH:23][C:24]([C:26]2[C:27]([C:32]3[CH:37]=[CH:36][C:35]([C:38]([F:39])([F:40])[F:41])=[CH:34][CH:33]=3)=[CH:28][CH:29]=[CH:30][CH:31]=2)=[O:25])[CH:21]=[CH:22][C:17]=1[O:1][CH2:2][CH2:3][C:4]1[CH:9]=[CH:8][CH:7]=[CH:6][N:5]=1)([O-:44])=[O:43]. Given the reactants [OH:1][CH2:2][CH2:3][C:4]1[CH:9]=[CH:8][CH:7]=[CH:6][N:5]=1.CC(C)([O-])C.[K+].F[C:17]1[CH:22]=[CH:21][C:20]([NH:23][C:24]([C:26]2[C:27]([C:32]3[CH:37]=[CH:36][C:35]([C:38]([F:41])([F:40])[F:39])=[CH:34][CH:33]=3)=[CH:28][CH:29]=[CH:30][CH:31]=2)=[O:25])=[CH:19][C:18]=1[N+:42]([O-:44])=[O:43].C(OCC)(=O)C, predict the reaction product. (9) Given the reactants [CH:1]1([C:7]2([N+:15]([O-])=O)[CH2:12][N:11]([CH3:13])[C:10](=[O:14])[CH2:9][CH2:8]2)[CH2:6][CH2:5][CH2:4][CH2:3][CH2:2]1, predict the reaction product. The product is: [NH2:15][C:7]1([CH:1]2[CH2:2][CH2:3][CH2:4][CH2:5][CH2:6]2)[CH2:12][N:11]([CH3:13])[C:10](=[O:14])[CH2:9][CH2:8]1. (10) The product is: [CH:17]1([C:14]2[CH:13]=[C:12]([NH:11][C:4]3[C:5]4[CH2:10][CH2:9][CH2:8][C:6]=4[N:7]=[C:2]([N:29]4[CH2:30][CH2:31][CH2:32][CH:28]4[C:26]([N:25]([CH2:33][CH3:34])[CH2:23][CH3:24])=[O:27])[N:3]=3)[NH:16][N:15]=2)[CH2:21][CH2:20][CH2:19][CH2:18]1. Given the reactants Cl[C:2]1[N:3]=[C:4]([NH:11][C:12]2[NH:16][N:15]=[C:14]([CH:17]3[CH2:21][CH2:20][CH2:19][CH2:18]3)[CH:13]=2)[C:5]2[CH2:10][CH2:9][CH2:8][C:6]=2[N:7]=1.Cl.[CH2:23]([N:25]([CH2:33][CH3:34])[C:26]([CH:28]1[CH2:32][CH2:31][CH2:30][NH:29]1)=[O:27])[CH3:24].CC1(C)C2C(=C(P(C3C=CC=CC=3)C3C=CC=CC=3)C=CC=2)OC2C(P(C3C=CC=CC=3)C3C=CC=CC=3)=CC=CC1=2.C([O-])([O-])=O.[Cs+].[Cs+], predict the reaction product.